From a dataset of Catalyst prediction with 721,799 reactions and 888 catalyst types from USPTO. Predict which catalyst facilitates the given reaction. (1) Reactant: [NH2:1][C:2]1[C:3]([I:28])=[C:4]([NH:24][C:25](=[O:27])[CH3:26])[C:5]([I:23])=[C:6]([C:21]=1[I:22])[C:7]([NH:9][CH2:10][CH:11]([O:17][C:18](=[O:20])[CH3:19])[CH2:12][O:13][C:14](=[O:16])[CH3:15])=[O:8].[C:29](Cl)(Cl)=[O:30]. Product: [N:1]([C:2]1[C:3]([I:28])=[C:4]([NH:24][C:25](=[O:27])[CH3:26])[C:5]([I:23])=[C:6]([C:21]=1[I:22])[C:7]([NH:9][CH2:10][CH:11]([O:17][C:18](=[O:20])[CH3:19])[CH2:12][O:13][C:14](=[O:16])[CH3:15])=[O:8])=[C:29]=[O:30]. The catalyst class is: 13. (2) Reactant: C(O[BH-](OC(=O)C)OC(=O)C)(=O)C.[Na+].[Cl:15][C:16]1[C:17]([CH:29]=O)=[N:18][CH:19]=[C:20]([N:22]2[CH2:27][CH2:26][O:25][CH2:24][C@H:23]2[CH3:28])[N:21]=1.[CH2:31]([NH:38][CH2:39][CH2:40][OH:41])[C:32]1[CH:37]=[CH:36][CH:35]=[CH:34][CH:33]=1.C(=O)([O-])O.[Na+]. Product: [CH2:31]([N:38]([CH2:29][C:17]1[C:16]([Cl:15])=[N:21][C:20]([N:22]2[CH2:27][CH2:26][O:25][CH2:24][C@H:23]2[CH3:28])=[CH:19][N:18]=1)[CH2:39][CH2:40][OH:41])[C:32]1[CH:37]=[CH:36][CH:35]=[CH:34][CH:33]=1. The catalyst class is: 477. (3) Reactant: [CH3:1][O:2][C:3]1[CH:4]=[C:5]2[C:10](=[CH:11][CH:12]=1)[C:9](=[O:13])[CH2:8][CH2:7][CH2:6]2.[BH4-].[Na+]. Product: [CH3:1][O:2][C:3]1[CH:4]=[C:5]2[C:10](=[CH:11][CH:12]=1)[CH:9]([OH:13])[CH2:8][CH2:7][CH2:6]2. The catalyst class is: 8. (4) Reactant: Cl.O1CCOCC1.[CH3:8][N:9]1[C:13]2=[N:14][CH:15]=[C:16]([N+:19]([O-:21])=[O:20])[C:17]([CH3:18])=[C:12]2[C:11]([C:22]2[CH2:23][C:24]([CH3:36])([CH3:35])[N:25](C(OC(C)(C)C)=O)[CH2:26][CH:27]=2)=[CH:10]1. Product: [CH3:35][C:24]1([CH3:36])[CH2:23][C:22]([C:11]2[C:12]3[C:13](=[N:14][CH:15]=[C:16]([N+:19]([O-:21])=[O:20])[C:17]=3[CH3:18])[N:9]([CH3:8])[CH:10]=2)=[CH:27][CH2:26][NH:25]1. The catalyst class is: 12. (5) Reactant: [OH:1][CH2:2][CH2:3][N:4]1[CH2:8][CH2:7][CH2:6][CH2:5]1.[H-].[Na+].[F:11][C:12]1[CH:13]=[C:14]([C:19]2[CH2:23][CH2:22][C@:21]([C:28]3[CH:33]=[CH:32][CH:31]=[C:30]([F:34])[C:29]=3[CH3:35])([C:24]([O:26][CH3:27])=[O:25])[CH:20]=2)[CH:15]=[N:16][C:17]=1F. Product: [F:34][C:30]1[C:29]([CH3:35])=[C:28]([C@:21]2([C:24]([O:26][CH3:27])=[O:25])[CH2:22][CH2:23][C:19]([C:14]3[CH:15]=[N:16][C:17]([O:1][CH2:2][CH2:3][N:4]4[CH2:8][CH2:7][CH2:6][CH2:5]4)=[C:12]([F:11])[CH:13]=3)=[CH:20]2)[CH:33]=[CH:32][CH:31]=1. The catalyst class is: 3. (6) Reactant: [F:1][C:2]1[CH:7]=[CH:6][C:5]([B:8]2[O:12][C:11]([CH3:14])([CH3:13])[C:10]([CH3:16])([CH3:15])[O:9]2)=[CH:4][C:3]=1[CH2:17]O.P(Br)(Br)[Br:20].O. Product: [Br:20][CH2:17][C:3]1[CH:4]=[C:5]([B:8]2[O:12][C:11]([CH3:14])([CH3:13])[C:10]([CH3:16])([CH3:15])[O:9]2)[CH:6]=[CH:7][C:2]=1[F:1]. The catalyst class is: 1.